Dataset: Forward reaction prediction with 1.9M reactions from USPTO patents (1976-2016). Task: Predict the product of the given reaction. (1) Given the reactants [I:1][C:2]1[CH:3]=[C:4]2[C:9]3=[C:10]([CH2:12][O:13][C:14]([CH3:16])([CH3:15])[N:8]3[CH:7]=[C:6]([C:17]([O:19]C)=[O:18])[C:5]2=[O:21])[CH:11]=1.[OH-].[Na+], predict the reaction product. The product is: [I:1][C:2]1[CH:3]=[C:4]2[C:9]3=[C:10]([CH2:12][O:13][C:14]([CH3:15])([CH3:16])[N:8]3[CH:7]=[C:6]([C:17]([OH:19])=[O:18])[C:5]2=[O:21])[CH:11]=1. (2) The product is: [CH3:10][N:6]1[CH:5]=[C:4]([N+:1]([O-:3])=[O:2])[CH:8]=[N:7]1. Given the reactants [N+:1]([C:4]1[CH:5]=[N:6][NH:7][CH:8]=1)([O-:3])=[O:2].I[CH3:10].[H-].[Na+].O, predict the reaction product. (3) Given the reactants [C:1]([O:5][C:6]([N:8]1[CH2:12][CH2:11][CH:10]([OH:13])[CH:9]1[CH2:14][C:15]1[C:23]2[C:18](=[CH:19][CH:20]=[CH:21][CH:22]=2)[NH:17][CH:16]=1)=[O:7])([CH3:4])([CH3:3])[CH3:2].[CH3:24][C:25](OC(C)=O)=[O:26], predict the reaction product. The product is: [C:1]([O:5][C:6]([N:8]1[CH2:12][CH2:11][CH:10]([O:13][C:25](=[O:26])[CH3:24])[CH:9]1[CH2:14][C:15]1[C:23]2[C:18](=[CH:19][CH:20]=[CH:21][CH:22]=2)[NH:17][CH:16]=1)=[O:7])([CH3:4])([CH3:2])[CH3:3]. (4) Given the reactants [CH2:1]([N:8]([CH2:12][C@H:13]1[NH:17][C:16](=[O:18])[CH2:15][CH2:14]1)[CH2:9][CH2:10][OH:11])[C:2]1[CH:7]=[CH:6][CH:5]=[CH:4][CH:3]=1.[CH3:19][S:20](Cl)(=[O:22])=[O:21], predict the reaction product. The product is: [CH2:1]([N:8]([CH2:12][C@@H:13]1[CH2:14][CH2:15][C:16](=[O:18])[NH:17]1)[CH2:9][CH2:10][O:11][S:20]([CH3:19])(=[O:22])=[O:21])[C:2]1[CH:3]=[CH:4][CH:5]=[CH:6][CH:7]=1. (5) Given the reactants [NH2:1][CH:2]([CH2:12][C:13]1[CH:18]=[CH:17][CH:16]=[C:15]([O:19][C:20]([F:25])([F:24])[CH:21]([F:23])[F:22])[CH:14]=1)[CH:3]([C:5]1[CH:6]=[N:7][C:8]([F:11])=[CH:9][CH:10]=1)[OH:4].[C:26]1([C:37](O)=[O:38])[CH:27]=[CH:28][CH:29]=[C:30]2[CH2:36][CH2:35][CH2:34][CH:33]=[CH:32][C:31]=12.Cl.C(N=C=NCCCN(C)C)C.ON1C2C=CC=CC=2N=N1, predict the reaction product. The product is: [F:11][C:8]1[N:7]=[CH:6][C:5]([CH:3]([OH:4])[CH:2]([NH:1][C:37]([C:26]2[CH:27]=[CH:28][CH:29]=[C:30]3[CH2:36][CH2:35][CH2:34][CH:33]=[CH:32][C:31]=23)=[O:38])[CH2:12][C:13]2[CH:18]=[CH:17][CH:16]=[C:15]([O:19][C:20]([F:24])([F:25])[CH:21]([F:22])[F:23])[CH:14]=2)=[CH:10][CH:9]=1. (6) Given the reactants [OH:1][CH2:2][C:3]1([C:9]([O:11]C)=[O:10])[CH2:8][CH2:7][O:6][CH2:5][CH2:4]1.[OH-].[Na+].Cl, predict the reaction product. The product is: [OH:1][CH2:2][C:3]1([C:9]([OH:11])=[O:10])[CH2:8][CH2:7][O:6][CH2:5][CH2:4]1. (7) Given the reactants [Cl:1][C:2]1[CH:3]=[C:4]([CH:17]=[CH:18][CH:19]=1)[O:5][CH2:6][C:7]1[CH:16]=[CH:15][C:10]([C:11]([O:13]C)=[O:12])=[CH:9][CH:8]=1.[Li+].[OH-].C(O)(=O)CC(CC(O)=O)(C(O)=O)O, predict the reaction product. The product is: [Cl:1][C:2]1[CH:3]=[C:4]([CH:17]=[CH:18][CH:19]=1)[O:5][CH2:6][C:7]1[CH:16]=[CH:15][C:10]([C:11]([OH:13])=[O:12])=[CH:9][CH:8]=1.